Dataset: Catalyst prediction with 721,799 reactions and 888 catalyst types from USPTO. Task: Predict which catalyst facilitates the given reaction. (1) Reactant: COC([N:5]1[CH2:9][CH2:8][CH:7]([C:10]2[CH:15]=[CH:14][CH:13]=[C:12]([NH:16][S:17]([C:20]3[CH:25]=[CH:24][C:23]([CH:26]([CH3:28])[CH3:27])=[CH:22][CH:21]=3)(=[O:19])=[O:18])[CH:11]=2)[CH2:6]1)=O.Cl. Product: [CH:26]([C:23]1[CH:24]=[CH:25][C:20]([S:17]([NH:16][C:12]2[CH:13]=[CH:14][CH:15]=[C:10]([CH:7]3[CH2:8][CH2:9][NH:5][CH2:6]3)[CH:11]=2)(=[O:18])=[O:19])=[CH:21][CH:22]=1)([CH3:28])[CH3:27]. The catalyst class is: 14. (2) Reactant: [C:1]([NH:3][C:4](=[N:12][C:13]1[CH:18]=[CH:17][C:16]([N:19]2[CH2:24][CH2:23][O:22][CH2:21][CH2:20]2)=[CH:15][CH:14]=1)OC1C=CC=CC=1)#[N:2].[CH3:25][N:26]1[CH2:31][CH2:30][N:29]([C:32]2[N:37]=[C:36]([NH:38][NH2:39])[CH:35]=[CH:34][N:33]=2)[CH2:28][CH2:27]1. Product: [CH3:25][N:26]1[CH2:31][CH2:30][N:29]([C:32]2[N:37]=[C:36]([N:38]3[C:1]([NH2:2])=[N:3][C:4]([NH:12][C:13]4[CH:14]=[CH:15][C:16]([N:19]5[CH2:20][CH2:21][O:22][CH2:23][CH2:24]5)=[CH:17][CH:18]=4)=[N:39]3)[CH:35]=[CH:34][N:33]=2)[CH2:28][CH2:27]1. The catalyst class is: 60. (3) The catalyst class is: 10. Reactant: [Cl:1][C:2]1[C:3]([C:18]#[N:19])=[CH:4][C:5]2[N:6]([C:8]([S:14](Cl)(=[O:16])=[O:15])=[C:9]([CH:11]([CH3:13])[CH3:12])[N:10]=2)[CH:7]=1.Cl.[F:21][C:22]1([F:26])[CH2:25][NH:24][CH2:23]1.C(N(CC)CC)C.C(=O)([O-])O.[Na+]. Product: [Cl:1][C:2]1[C:3]([C:18]#[N:19])=[CH:4][C:5]2[N:6]([C:8]([S:14]([N:24]3[CH2:25][C:22]([F:26])([F:21])[CH2:23]3)(=[O:16])=[O:15])=[C:9]([CH:11]([CH3:13])[CH3:12])[N:10]=2)[CH:7]=1. (4) Reactant: [CH:1]1([CH:4]=[N:5][S@@:6]([C:8]([CH3:11])([CH3:10])[CH3:9])=[O:7])[CH2:3][CH2:2]1.C1([O-])C=CC=CC=1.[CH2:19]([N+:23](CCCC)(CCCC)CCCC)[CH2:20]CC.C[Si](CC#N)(C)C.[Cl-].[NH4+]. Product: [C:19]([CH2:20][C@@H:4]([NH:5][S@@:6]([C:8]([CH3:11])([CH3:10])[CH3:9])=[O:7])[CH:1]1[CH2:2][CH2:3]1)#[N:23]. The catalyst class is: 253. (5) Reactant: [OH:1][C:2]1[CH:7]=[CH:6][C:5]([CH2:8][CH2:9][CH2:10][CH2:11][OH:12])=[CH:4][CH:3]=1.[H-].[Na+].Cl[CH2:16][C:17]1[N:18]=[C:19](/[CH:22]=[CH:23]/[C:24]2[CH:29]=[CH:28][C:27]([F:30])=[CH:26][C:25]=2[F:31])[O:20][CH:21]=1.Cl. Product: [F:31][C:25]1[CH:26]=[C:27]([F:30])[CH:28]=[CH:29][C:24]=1/[CH:23]=[CH:22]/[C:19]1[O:20][CH:21]=[C:17]([CH2:16][O:1][C:2]2[CH:3]=[CH:4][C:5]([CH2:8][CH2:9][CH2:10][CH2:11][OH:12])=[CH:6][CH:7]=2)[N:18]=1. The catalyst class is: 136. (6) Reactant: [Br:1][C:2]1[CH:3]=[C:4]([OH:8])[CH:5]=[N:6][CH:7]=1.C(=O)([O-])[O-].[K+].[K+].Cl[C:16]([F:21])([F:20])C(O)=O.O. Product: [Br:1][C:2]1[CH:7]=[N:6][CH:5]=[C:4]([O:8][CH:16]([F:21])[F:20])[CH:3]=1. The catalyst class is: 39. (7) Reactant: [CH2:1]1[CH:10]2[N:5]([S:6](=[O:16])(=[O:15])[C:7]3[CH:14]=[CH:13][CH:12]=[CH:11][C:8]=3[CH2:9]2)[CH2:4][CH2:3][NH:2]1.[C:17](=O)([O-])[O-].[Cs+].[Cs+].CI. Product: [CH3:17][N:2]1[CH2:3][CH2:4][N:5]2[S:6](=[O:15])(=[O:16])[C:7]3[CH:14]=[CH:13][CH:12]=[CH:11][C:8]=3[CH2:9][CH:10]2[CH2:1]1. The catalyst class is: 9.